From a dataset of Forward reaction prediction with 1.9M reactions from USPTO patents (1976-2016). Predict the product of the given reaction. (1) The product is: [Cl:2][C:3]1[CH:4]=[C:5]2[C:11]([CH2:12][CH2:13][NH:14][C:68]([C:41]3[CH:42]=[C:43]([CH2:44][C:45]4[CH:30]=[C:29]([F:49])[CH:18]=[CH:17][C:16]=4[F:15])[O:39][N:40]=3)=[O:69])=[CH:10][NH:9][C:6]2=[N:7][CH:8]=1. Given the reactants Cl.[Cl:2][C:3]1[CH:4]=[C:5]2[C:11]([CH2:12][CH2:13][NH2:14])=[CH:10][NH:9][C:6]2=[N:7][CH:8]=1.[F:15][C:16]1[CH:17]=[C:18]([CH:29]=[CH:30]C=1)CC1C=CC(C(O)=O)=CC=1.CN(C([O:39][N:40]1N=N[C:42]2[CH:43]=[CH:44][CH:45]=N[C:41]1=2)=[N+](C)C)C.[F:49][P-](F)(F)(F)(F)F.C(N(CC)C(C)C)(C)C.CN([CH:68]=[O:69])C, predict the reaction product. (2) Given the reactants C1(P(C2C=CC=CC=2)C2C=CC=CC=2)C=CC=CC=1.[Br:20]N1C(=O)CCC1=O.[CH3:28][C:29]1[O:33][C:32]([C:34]2[CH:39]=[CH:38][CH:37]=[CH:36][CH:35]=2)=[N:31][C:30]=1[CH2:40][CH2:41]O.C([O-])(O)=O.[Na+], predict the reaction product. The product is: [Br:20][CH2:41][CH2:40][C:30]1[N:31]=[C:32]([C:34]2[CH:39]=[CH:38][CH:37]=[CH:36][CH:35]=2)[O:33][C:29]=1[CH3:28]. (3) Given the reactants [P:1]([Cl:5])(Cl)([Cl:3])=[O:2].[CH:6]1[C:15]2[C:10](=[CH:11][CH:12]=[CH:13][CH:14]=2)[CH:9]=[CH:8][C:7]=1[OH:16].C(N(CC)CC)C, predict the reaction product. The product is: [P:1]([Cl:5])([Cl:3])(=[O:2])[O:16][C:7]1[CH:8]=[CH:9][C:10]2[C:15](=[CH:14][CH:13]=[CH:12][CH:11]=2)[CH:6]=1. (4) Given the reactants O.[OH-].[Li+].C[O:5][C:6](=[O:37])[CH2:7][C:8]1[C:17]([CH3:18])=[C:16]([C:19]2[CH:24]=[CH:23][C:22]([S:25]([C:28]3[CH:33]=[C:32]([F:34])[CH:31]=[C:30]([F:35])[CH:29]=3)(=[O:27])=[O:26])=[CH:21][CH:20]=2)[C:15]2[C:10](=[CH:11][CH:12]=[C:13]([F:36])[CH:14]=2)[CH:9]=1, predict the reaction product. The product is: [F:34][C:32]1[CH:33]=[C:28]([S:25]([C:22]2[CH:21]=[CH:20][C:19]([C:16]3[C:15]4[C:10](=[CH:11][CH:12]=[C:13]([F:36])[CH:14]=4)[CH:9]=[C:8]([CH2:7][C:6]([OH:37])=[O:5])[C:17]=3[CH3:18])=[CH:24][CH:23]=2)(=[O:27])=[O:26])[CH:29]=[C:30]([F:35])[CH:31]=1.